From a dataset of Full USPTO retrosynthesis dataset with 1.9M reactions from patents (1976-2016). Predict the reactants needed to synthesize the given product. (1) Given the product [Br:1][C:2]1[CH:7]=[CH:6][C:5]([N:8]2[CH:12]=[C:11]([C:13]([O:15][CH2:16][CH3:17])=[O:14])[N:10]=[C:9]2[C:19]([C:22]2[C:27]([Cl:28])=[CH:26][CH:25]=[CH:24][C:23]=2[Cl:29])([CH3:20])[CH3:21])=[C:4]([F:30])[CH:3]=1, predict the reactants needed to synthesize it. The reactants are: [Br:1][C:2]1[CH:7]=[CH:6][C:5]([N:8]2[CH2:12][C:11](O)([C:13]([O:15][CH2:16][CH3:17])=[O:14])[N:10]=[C:9]2[C:19]([C:22]2[C:27]([Cl:28])=[CH:26][CH:25]=[CH:24][C:23]=2[Cl:29])([CH3:21])[CH3:20])=[C:4]([F:30])[CH:3]=1.C(O)(C(F)(F)F)=O.[OH-].[Na+]. (2) Given the product [CH3:20][S:21]([O:5][CH2:4][CH2:3][C:2]([CH3:1])([S:7]([C:10]1[CH:15]=[CH:14][CH:13]=[C:12]([C:16]([F:18])([F:19])[F:17])[CH:11]=1)(=[O:9])=[O:8])[CH3:6])(=[O:23])=[O:22], predict the reactants needed to synthesize it. The reactants are: [CH3:1][C:2]([S:7]([C:10]1[CH:15]=[CH:14][CH:13]=[C:12]([C:16]([F:19])([F:18])[F:17])[CH:11]=1)(=[O:9])=[O:8])([CH3:6])[CH2:3][CH2:4][OH:5].[CH3:20][S:21](Cl)(=[O:23])=[O:22]. (3) Given the product [ClH:24].[N:11]1([C:14]2[CH:23]=[N:22][C:21]3[C:16](=[CH:17][CH:18]=[CH:19][CH:20]=3)[N:15]=2)[CH2:10][CH2:9][NH:8][CH2:13][CH2:12]1, predict the reactants needed to synthesize it. The reactants are: C(OC([N:8]1[CH2:13][CH2:12][N:11]([C:14]2[CH:23]=[N:22][C:21]3[C:16](=[CH:17][CH:18]=[CH:19][CH:20]=3)[N:15]=2)[CH2:10][CH2:9]1)=O)(C)(C)C.[ClH:24]. (4) Given the product [CH2:1]([C:3]1[CH:4]=[CH:5][C:6]2[NH:16][CH:19]=[N:13][C:7]=2[C:8]=1[C:9]([OH:11])=[O:10])[CH3:2], predict the reactants needed to synthesize it. The reactants are: [CH:1]([C:3]1[C:8]([C:9]([O:11]C)=[O:10])=[C:7]([N+:13]([O-])=O)[C:6]([N+:16]([O-])=O)=[CH:5][CH:4]=1)=[CH2:2].[C:19](O)(C(F)(F)F)=O. (5) Given the product [CH3:1][O:2][C:3]1[N:4]=[CH:5][C:6]([S:9]([O:32][C:24]2[CH:25]=[C:26]([O:30][CH3:31])[C:27]([O:28][CH3:29])=[C:22]([O:21][CH3:20])[CH:23]=2)(=[O:11])=[O:10])=[CH:7][CH:8]=1, predict the reactants needed to synthesize it. The reactants are: [CH3:1][O:2][C:3]1[CH:8]=[CH:7][C:6]([S:9](Cl)(=[O:11])=[O:10])=[CH:5][N:4]=1.C(N(CC)CC)C.[CH3:20][O:21][C:22]1[CH:23]=[C:24]([OH:32])[CH:25]=[C:26]([O:30][CH3:31])[C:27]=1[O:28][CH3:29]. (6) The reactants are: [CH3:1][N:2]1[C:6]([C:7](=[O:24])[NH:8][C:9]2[CH:10]=[CH:11][C:12]3[N:13]([N:15]=[C:16]([C:18]4[CH:23]=[CH:22][CH:21]=[CH:20][CH:19]=4)[N:17]=3)[CH:14]=2)=[C:5]([C:25]([OH:27])=O)[CH:4]=[N:3]1.[NH:28]1[CH2:32][CH2:31][CH2:30][CH2:29]1.CCCP(=O)=O.C(OCC)(=O)C.C(N(CC)C(C)C)(C)C. Given the product [C:18]1([C:16]2[N:17]=[C:12]3[CH:11]=[CH:10][C:9]([NH:8][C:7]([C:6]4[N:2]([CH3:1])[N:3]=[CH:4][C:5]=4[C:25]([N:28]4[CH2:32][CH2:31][CH2:30][CH2:29]4)=[O:27])=[O:24])=[CH:14][N:13]3[N:15]=2)[CH:23]=[CH:22][CH:21]=[CH:20][CH:19]=1, predict the reactants needed to synthesize it. (7) Given the product [CH:22]1([N:19]2[CH2:20][CH2:21][CH:16]([C:14]3[CH:15]=[C:10]([CH:5]([CH2:6][CH:7]([CH3:9])[CH3:8])[C:4]([OH:38])=[O:3])[CH:11]=[C:12]([C:28]4[CH:29]=[CH:30][C:31]([C:34]([F:36])([F:37])[F:35])=[CH:32][CH:33]=4)[CH:13]=3)[CH2:17][CH2:18]2)[CH2:23][CH2:24][CH2:25][CH2:26][CH2:27]1, predict the reactants needed to synthesize it. The reactants are: C([O:3][C:4](=[O:38])[CH:5]([C:10]1[CH:11]=[C:12]([C:28]2[CH:33]=[CH:32][C:31]([C:34]([F:37])([F:36])[F:35])=[CH:30][CH:29]=2)[CH:13]=[C:14]([CH:16]2[CH2:21][CH2:20][N:19]([CH:22]3[CH2:27][CH2:26][CH2:25][CH2:24][CH2:23]3)[CH2:18][CH2:17]2)[CH:15]=1)[CH2:6][CH:7]([CH3:9])[CH3:8])C.[OH-].[Na+]. (8) Given the product [Br:1][C:2]1[CH:7]=[CH:6][C:5]([C:8]([F:18])([CH3:10])[CH3:9])=[CH:4][CH:3]=1, predict the reactants needed to synthesize it. The reactants are: [Br:1][C:2]1[CH:7]=[CH:6][C:5]([C:8](O)([CH3:10])[CH3:9])=[CH:4][CH:3]=1.CCN(S(F)(F)[F:18])CC. (9) Given the product [ClH:20].[Cl:20][CH2:2][C:3]1[C:4]([CH3:17])=[C:5]([NH:9][C:10]([C:12]2[S:13][CH:14]=[CH:15][CH:16]=2)=[NH:11])[CH:6]=[CH:7][CH:8]=1, predict the reactants needed to synthesize it. The reactants are: O[CH2:2][C:3]1[C:4]([CH3:17])=[C:5]([NH:9][C:10]([C:12]2[S:13][CH:14]=[CH:15][CH:16]=2)=[NH:11])[CH:6]=[CH:7][CH:8]=1.S(Cl)([Cl:20])=O.C(OCC)C. (10) Given the product [CH3:22][C:21]([O:10][C:7]1[CH:6]=[CH:5][C:4]([O:3][C:2]([F:11])([F:12])[F:1])=[CH:9][CH:8]=1)([C:23]#[CH:24])[CH3:25], predict the reactants needed to synthesize it. The reactants are: [F:1][C:2]([F:12])([F:11])[O:3][C:4]1[CH:9]=[CH:8][C:7]([OH:10])=[CH:6][CH:5]=1.ClC1C=CC(O[C:21]([CH3:25])([C:23]#[CH:24])[CH3:22])=C(F)C=1.